This data is from Full USPTO retrosynthesis dataset with 1.9M reactions from patents (1976-2016). The task is: Predict the reactants needed to synthesize the given product. (1) Given the product [CH3:1][C@H:2]1[CH2:3][N:4]([C:8]2[CH:9]=[CH:10][C:11]([N+:14]([O-:16])=[O:15])=[CH:12][CH:13]=2)[CH2:5][CH2:6][N:7]1[CH:19]1[CH2:20][O:17][CH2:18]1, predict the reactants needed to synthesize it. The reactants are: [CH3:1][C@@H:2]1[NH:7][CH2:6][CH2:5][N:4]([C:8]2[CH:13]=[CH:12][C:11]([N+:14]([O-:16])=[O:15])=[CH:10][CH:9]=2)[CH2:3]1.[O:17]1[CH2:20][C:19](=O)[CH2:18]1.C(O[BH-](OC(=O)C)OC(=O)C)(=O)C.[Na+]. (2) Given the product [F:13][C:14]([F:25])([F:24])[C:15]1[CH:20]=[CH:19][C:18]([C:2]2[CH:11]=[N:10][C:9]3[NH:8][C:7](=[O:12])[CH2:6][O:5][C:4]=3[CH:3]=2)=[CH:17][CH:16]=1, predict the reactants needed to synthesize it. The reactants are: Br[C:2]1[CH:11]=[N:10][C:9]2[NH:8][C:7](=[O:12])[CH2:6][O:5][C:4]=2[CH:3]=1.[F:13][C:14]([F:25])([F:24])[C:15]1[CH:20]=[CH:19][C:18](B(O)O)=[CH:17][CH:16]=1.C(=O)([O-])[O-].[K+].[K+]. (3) Given the product [Cl:1][C:2]1[C:3]2[NH:4][C:5]3[CH:6]=[C:7]4[C:11](=[C:12]([CH:26]=3)[CH2:13][CH2:14][C:15]3[CH:25]=[C:19]([NH:20][C:21]([N:24]=2)=[N:22][CH:23]=1)[CH:18]=[CH:17][CH:16]=3)[O:10][C:9](=[O:27])[NH:8]4, predict the reactants needed to synthesize it. The reactants are: [Cl:1][C:2]1[C:3]2[NH:4][C:5]3[CH:6]=[C:7]4[C:11](=[C:12]([CH:26]=3)[CH2:13][CH2:14][C:15]3[CH:25]=[C:19]([NH:20][C:21]([N:24]=2)=[N:22][CH:23]=1)[CH:18]=[CH:17][CH:16]=3)[O:10][C:9](=[O:27])[N:8]4COCC[Si](C)(C)C.N.O.C(OCC)(=O)C. (4) Given the product [F:12][C:2]([F:11])([F:1])[S:3][C:4]1[CH:10]=[CH:9][C:7]([NH:8][NH2:15])=[CH:6][CH:5]=1, predict the reactants needed to synthesize it. The reactants are: [F:1][C:2]([F:12])([F:11])[S:3][C:4]1[CH:10]=[CH:9][C:7]([NH2:8])=[CH:6][CH:5]=1.[CH]Cl.[N:15]([O-])=O.[Na+].